From a dataset of Full USPTO retrosynthesis dataset with 1.9M reactions from patents (1976-2016). Predict the reactants needed to synthesize the given product. (1) The reactants are: [CH3:1][C:2]1[CH:3]=[C:4]([C:19]2[S:23][C:22]([C:24]3([OH:30])[CH2:29][CH2:28][NH:27][CH2:26][CH2:25]3)=[N:21][CH:20]=2)[CH:5]=[C:6]([NH:8][C:9]2[N:14]=[C:13]([C:15]([F:18])([F:17])[F:16])[CH:12]=[CH:11][N:10]=2)[CH:7]=1.C(N(CC)C(C)C)(C)C.[C:40]1([S:46](Cl)(=[O:48])=[O:47])[CH:45]=[CH:44][CH:43]=[CH:42][CH:41]=1. Given the product [CH3:1][C:2]1[CH:3]=[C:4]([C:19]2[S:23][C:22]([C:24]3([OH:30])[CH2:25][CH2:26][N:27]([S:46]([C:40]4[CH:45]=[CH:44][CH:43]=[CH:42][CH:41]=4)(=[O:48])=[O:47])[CH2:28][CH2:29]3)=[N:21][CH:20]=2)[CH:5]=[C:6]([NH:8][C:9]2[N:14]=[C:13]([C:15]([F:17])([F:18])[F:16])[CH:12]=[CH:11][N:10]=2)[CH:7]=1, predict the reactants needed to synthesize it. (2) Given the product [N+:27]([C:17]1[C:18]([NH:20][S:21]([CH:24]([CH3:26])[CH3:25])(=[O:23])=[O:22])=[N:19][C:14]([C:12]#[C:11][C:30]2[CH:35]=[CH:34][CH:33]=[CH:32][CH:31]=2)=[CH:15][CH:16]=1)([O-:29])=[O:28].[NH2:27][C:17]1[C:18]([NH:20][S:21]([CH:24]([CH3:26])[CH3:25])(=[O:23])=[O:22])=[N:19][C:14]([C:12]2[NH:13][C:9]([C:3]3[C:2]([F:1])=[CH:7][CH:6]=[CH:5][C:4]=3[F:8])=[N:10][C:11]=2[C:30]2[CH:31]=[CH:32][CH:33]=[CH:34][CH:35]=2)=[CH:15][CH:16]=1, predict the reactants needed to synthesize it. The reactants are: [F:1][C:2]1[CH:7]=[CH:6][CH:5]=[C:4]([F:8])[C:3]=1[C:9]1[NH:13][C:12]([C:14]2[N:19]=[C:18]([NH:20][S:21]([CH:24]([CH3:26])[CH3:25])(=[O:23])=[O:22])[C:17]([N+:27]([O-:29])=[O:28])=[CH:16][CH:15]=2)=[C:11]([C:30]2[CH:35]=[CH:34][CH:33]=[CH:32][CH:31]=2)[N:10]=1.[BH4-].[Na+]. (3) Given the product [OH:20][CH:16]([C:17]([NH:35][O:34][CH3:33])=[O:18])[CH:15]([NH:14][C:12](=[O:13])[C:11]1[CH:28]=[CH:29][CH:30]=[N:31][C:10]=1[N:2]1[CH:3]=[C:4]2[C:9]([CH2:8][CH2:7][CH2:6][CH2:5]2)=[N:1]1)[CH2:21][C:22]1[CH:23]=[CH:24][CH:25]=[CH:26][CH:27]=1, predict the reactants needed to synthesize it. The reactants are: [N:1]1[N:2]([C:10]2[N:31]=[CH:30][CH:29]=[CH:28][C:11]=2[C:12]([NH:14][CH:15]([CH2:21][C:22]2[CH:27]=[CH:26][CH:25]=[CH:24][CH:23]=2)[CH:16]([OH:20])[C:17](O)=[O:18])=[O:13])[CH:3]=[C:4]2[C:9]=1[CH2:8][CH2:7][CH2:6][CH2:5]2.Cl.[CH3:33][O:34][NH2:35]. (4) Given the product [C:1]([C:5]1[C:6]([OH:16])=[C:7]([C:11]([CH3:15])=[C:12]([F:14])[CH:13]=1)[C:8]([NH:21][C:20]1[CH:22]=[CH:23][C:24]([S:26]([C:29]([F:30])([F:31])[F:32])(=[O:27])=[O:28])=[CH:25][C:19]=1[O:18][CH3:17])=[O:10])([CH3:2])([CH3:3])[CH3:4], predict the reactants needed to synthesize it. The reactants are: [C:1]([C:5]1[C:6]([OH:16])=[C:7]([C:11]([CH3:15])=[C:12]([F:14])[CH:13]=1)[C:8]([OH:10])=O)([CH3:4])([CH3:3])[CH3:2].[CH3:17][O:18][C:19]1[CH:25]=[C:24]([S:26]([C:29]([F:32])([F:31])[F:30])(=[O:28])=[O:27])[CH:23]=[CH:22][C:20]=1[NH2:21]. (5) Given the product [Cl:20][CH2:16][C:10]1[CH2:11][CH2:12][N:13]([CH3:15])[CH2:14][C:9]=1[C:8]1[N:4]([CH:1]([CH3:3])[CH3:2])[N:5]=[CH:6][CH:7]=1, predict the reactants needed to synthesize it. The reactants are: [CH:1]([N:4]1[C:8]([C:9]2[CH2:14][N:13]([CH3:15])[CH2:12][CH2:11][C:10]=2[CH2:16]O)=[CH:7][CH:6]=[N:5]1)([CH3:3])[CH3:2].O=S(Cl)[Cl:20]. (6) Given the product [OH:26][CH2:25][CH2:24][N:23]([C:27]1[CH:28]=[CH:29][CH:30]=[CH:31][CH:32]=1)[C:15]1[C:16]2[CH2:22][N:21]([C:43](=[O:44])[CH2:42][O:41][CH3:40])[CH2:20][CH2:19][C:17]=2[N:18]=[C:13]([NH:12][C:9]2[CH:10]=[CH:11][C:6]([C:5]3[O:1][CH:2]=[N:3][CH:4]=3)=[CH:7][CH:8]=2)[N:14]=1, predict the reactants needed to synthesize it. The reactants are: [O:1]1[C:5]([C:6]2[CH:11]=[CH:10][C:9]([NH:12][C:13]3[N:14]=[C:15]([N:23]([C:27]4[CH:32]=[CH:31][CH:30]=[CH:29][CH:28]=4)[CH2:24][CH2:25][OH:26])[C:16]4[CH2:22][NH:21][CH2:20][CH2:19][C:17]=4[N:18]=3)=[CH:8][CH:7]=2)=[CH:4][N:3]=[CH:2]1.C(N(CC)CC)C.[CH3:40][O:41][CH2:42][C:43](Cl)=[O:44]. (7) Given the product [CH2:37]([O:36][C:34](=[O:35])[CH2:33][C:28]([CH3:29])([CH3:30])[C:15]([C:12]1[CH:11]=[CH:10][C:9]([O:8][CH2:1][C:2]2[CH:3]=[CH:4][CH:5]=[CH:6][CH:7]=2)=[CH:14][CH:13]=1)=[O:18])[CH3:41], predict the reactants needed to synthesize it. The reactants are: [CH2:1]([O:8][C:9]1[CH:14]=[CH:13][C:12]([CH:15]([O:18][Si](C)(C)C)C#N)=[CH:11][CH:10]=1)[C:2]1[CH:7]=[CH:6][CH:5]=[CH:4][CH:3]=1.[Li+].CC([N-][CH:28]([CH3:30])[CH3:29])C.CC(C)=[CH:33][C:34]([O:36][CH3:37])=[O:35].[NH4+].[Cl-].[CH3:41]CCC[N+](CCCC)(CCCC)CCCC.[F-]. (8) Given the product [Cl:1][C:2]1[CH:3]=[CH:4][CH:6]=[C:7]([Cl:15])[C:8]=1[O:9][CH2:10][C:11]([F:12])([F:13])[F:14], predict the reactants needed to synthesize it. The reactants are: [Cl:1][C:2]1[CH:3]=[C:4]([CH:6]=[C:7]([Cl:15])[C:8]=1[O:9][CH2:10][C:11]([F:14])([F:13])[F:12])N.N(OCCC(C)C)=O.